Predict the reactants needed to synthesize the given product. From a dataset of Full USPTO retrosynthesis dataset with 1.9M reactions from patents (1976-2016). (1) Given the product [C:36]([N:14]1[CH2:13][CH2:12][N:11]([C:8]2[N:7]=[C:6]([C:17]3[N:21]([CH3:22])[C:20]4[CH:23]=[CH:24][CH:25]=[CH:26][C:19]=4[N:18]=3)[C:5]([Cl:4])=[CH:10][CH:9]=2)[CH2:16][CH2:15]1)(=[O:38])[CH3:37], predict the reactants needed to synthesize it. The reactants are: C(O)=O.[Cl:4][C:5]1[C:6]([C:17]2[N:21]([CH3:22])[C:20]3[CH:23]=[CH:24][CH:25]=[CH:26][C:19]=3[N:18]=2)=[N:7][C:8]([N:11]2[CH2:16][CH2:15][NH:14][CH2:13][CH2:12]2)=[CH:9][CH:10]=1.CCN(C(C)C)C(C)C.[C:36](Cl)(=[O:38])[CH3:37]. (2) The reactants are: [CH:1]([O:4][C:5]([N:7]1[CH2:12][CH2:11][CH:10]([CH2:13][O:14][C:15]2[CH:20]=[CH:19][C:18]([C:21]3[CH:26]=[CH:25][C:24]([CH2:27][C@H:28]([NH:33][C:34]([O:36][C:37]([CH3:40])([CH3:39])[CH3:38])=[O:35])[C:29]([O:31]C)=[O:30])=[CH:23][CH:22]=3)=[CH:17][CH:16]=2)[CH2:9][CH2:8]1)=[O:6])([CH3:3])[CH3:2].O.O.[OH-].[Li+]. Given the product [CH:1]([O:4][C:5]([N:7]1[CH2:12][CH2:11][CH:10]([CH2:13][O:14][C:15]2[CH:20]=[CH:19][C:18]([C:21]3[CH:22]=[CH:23][C:24]([CH2:27][C@H:28]([NH:33][C:34]([O:36][C:37]([CH3:39])([CH3:38])[CH3:40])=[O:35])[C:29]([OH:31])=[O:30])=[CH:25][CH:26]=3)=[CH:17][CH:16]=2)[CH2:9][CH2:8]1)=[O:6])([CH3:3])[CH3:2], predict the reactants needed to synthesize it.